Task: Predict the reactants needed to synthesize the given product.. Dataset: Full USPTO retrosynthesis dataset with 1.9M reactions from patents (1976-2016) Given the product [CH3:1][N:2]1[C:10]2[C:5](=[CH:6][CH:7]=[CH:8][CH:9]=2)[C:4]([C:11](=[O:15])[C:12]([NH:24][CH2:16][CH2:17][C:18]2[CH:23]=[CH:22][CH:21]=[CH:20][CH:19]=2)=[O:14])=[CH:3]1, predict the reactants needed to synthesize it. The reactants are: [CH3:1][N:2]1[C:10]2[C:5](=[CH:6][CH:7]=[CH:8][CH:9]=2)[C:4]([C:11](=[O:15])[C:12]([OH:14])=O)=[CH:3]1.[CH2:16]([NH2:24])[CH2:17][C:18]1[CH:23]=[CH:22][CH:21]=[CH:20][CH:19]=1.